This data is from NCI-60 drug combinations with 297,098 pairs across 59 cell lines. The task is: Regression. Given two drug SMILES strings and cell line genomic features, predict the synergy score measuring deviation from expected non-interaction effect. Drug 1: C1=NC2=C(N=C(N=C2N1C3C(C(C(O3)CO)O)O)F)N. Drug 2: CC1CCC2CC(C(=CC=CC=CC(CC(C(=O)C(C(C(=CC(C(=O)CC(OC(=O)C3CCCCN3C(=O)C(=O)C1(O2)O)C(C)CC4CCC(C(C4)OC)OCCO)C)C)O)OC)C)C)C)OC. Cell line: SK-OV-3. Synergy scores: CSS=1.17, Synergy_ZIP=-1.80, Synergy_Bliss=-1.23, Synergy_Loewe=-3.10, Synergy_HSA=-4.52.